Dataset: Experimentally validated miRNA-target interactions with 360,000+ pairs, plus equal number of negative samples. Task: Binary Classification. Given a miRNA mature sequence and a target amino acid sequence, predict their likelihood of interaction. (1) The miRNA is hsa-miR-4755-5p with sequence UUUCCCUUCAGAGCCUGGCUUU. The protein sequence of the target gene is MALGLEQAEEQRLYQQTLLQDGLKDMLDHGKFLDCVVRAGEREFPCHRLVLAACSPYFRARFLAEPERAGELHLEEVSPDVVAQVLHYLYTSEIALDEASVQDLFAAAHRFQIPSIFTICVSFLQKRLCLSNCLAVFRLGLLLDCARLAVAARDFICAHFTLVARDADFLGLSADELIAIISSDGLNVEKEEAVFEAVMRWAGSGDAEAQAERQRALPTVFESVRCRLLPRAFLESRVERHPLVRAQPELLRKVQMVKDAHEGRITTLRKKKKGKDGAGAKEADKGTSKAKAEEDEEAER.... Result: 1 (interaction). (2) The miRNA is hsa-miR-6782-3p with sequence CACCUUUGUGUCCCCAUCCUGCA. The protein sequence of the target gene is MNFEGLDPGLAEYAPAMHSALDPVLDAHLNPSLLQNVELDPEGVALEALPVQESVHIMEGVYSELHSVVAEVGVPVSVSHFDLHEEMLWVGSHGGHATSFFGPALERYSSFQVNGSDDIRQIQSLENGILFLTKNNLKYMARGGLIIFDYLLDENEDMHSLLLTDSSTLLVGGLQNHIIEIDLNTVQETQKYAVETPGVTIMRQTNRFFFCGHTSGKVSLRDLRTFKVEHEFDAFSGSLSDFDVHGNLLAACGFSSRLTGLACDRFLKVYDLRMMRAITPLQVHVDPAFLRFIPTYTSRL.... Result: 1 (interaction). (3) The miRNA is hsa-miR-34a-5p with sequence UGGCAGUGUCUUAGCUGGUUGU. The protein sequence of the target gene is MSQSGAVSCCPGATNGSLGRSDGVAKMSPKDLFEQRKKYSNSNVIMHETSQYHVQHLATFIMDKSEAITSVDDAIRKLVQLSSKEKIWTQEMLLQVNDQSLRLLDIESQEELEDFPLPTVQRSQTVLNQLRYPSVLLLVCQDSEQSKPDVHFFHCDEVEAELVHEDIESALADCRLGKKMRPQTLKGHQEKIRQRQSILPPPQGPAPIPFQHRGGDSPEAKNRVGPQVPLSEPGFRRRESQEEPRAVLAQKIEKETQILNCALDDIEWFVARLQKAAEAFKQLNQRKKGKKKGKKAPAEG.... Result: 1 (interaction). (4) The miRNA is ath-miR172d-3p with sequence AGAAUCUUGAUGAUGCUGCAG. The protein sequence of the target gene is MELLTFRDVAIEFSPEEWKCLDPAQQNLYRDVMLENYRNLVSLAVYSYYNQGILPEQGIQDSFKKATLGRYGSCGLENICLWKNWESIGEGEGQKECYNLCSQYLTTSHNKHLTVKGDKEYRIFQKKPQFLSAAPTEPCIPMNKYQHKFLKSVFCNKNQINFNHDSNISKHHSTHFLENYYNCNECEKVFYQSSKLIFPENIHIQKKPYNSNECGETSDPFSKLTQHQRIYIGESSQRCNKKCIIVFSQSHLKGHKIINTGEKSVKYKERGKAFTRGLHLGHQKIHTGEKPYKCKKCDKA.... Result: 0 (no interaction). (5) The miRNA is hsa-miR-4769-5p with sequence GGUGGGAUGGAGAGAAGGUAUGAG. The protein sequence of the target gene is MDIPPLAGKIAALSLSALPVSYALNHVSALSHPLWVALMSALILGLLFVAVYSLSHGEVSYDPLYAVFAVFAFTSVVDLIIALQEDSYVVGFMEFYTKEGEPYLRTAHGVFICYWDGTVHYLLYLAMAGAICRRKRYRNFGLYWLGSFAMSILVFLTGNILGKYSSEIRPAFFLTIPYLLVPCWAGMKVFSQPRALTRCTANMVQEEQRKGLLQRPADLALVIYLILAGFFTLFRGLVVLDCPTDACFVYIYQYEPYLRDPVAYPKVQMLMYMFYVLPFCGLAAYALTFPGCSWLPDWAL.... Result: 1 (interaction).